From a dataset of Catalyst prediction with 721,799 reactions and 888 catalyst types from USPTO. Predict which catalyst facilitates the given reaction. (1) Reactant: C[O:2][C:3]([C@H:5]1[CH2:13][C:12]2[C:7](=[CH:8][CH:9]=[CH:10][CH:11]=2)[N:6]1[S:14]([C:17]1[CH:22]=[CH:21][C:20]([O:23][CH2:24][CH2:25][CH2:26][O:27][C:28]2[CH:33]=[CH:32][C:31]([O:34][C:35]3[CH:40]=[CH:39][CH:38]=[CH:37][CH:36]=3)=[CH:30][C:29]=2[CH2:41][CH2:42][CH3:43])=[CH:19][CH:18]=1)(=[O:16])=[O:15])=[O:4].[OH-].[Na+].O1CCCC1. Product: [O:34]([C:31]1[CH:32]=[CH:33][C:28]([O:27][CH2:26][CH2:25][CH2:24][O:23][C:20]2[CH:21]=[CH:22][C:17]([S:14]([N:6]3[C:7]4[C:12](=[CH:11][CH:10]=[CH:9][CH:8]=4)[CH2:13][C@@H:5]3[C:3]([OH:4])=[O:2])(=[O:16])=[O:15])=[CH:18][CH:19]=2)=[C:29]([CH2:41][CH2:42][CH3:43])[CH:30]=1)[C:35]1[CH:40]=[CH:39][CH:38]=[CH:37][CH:36]=1. The catalyst class is: 5. (2) Reactant: O=[C:2]1[CH2:19][CH2:18][C:5]2([CH2:10][CH2:9][N:8]([C:11]([O:13][C:14]([CH3:17])([CH3:16])[CH3:15])=[O:12])[CH2:7][CH2:6]2)[CH2:4][CH2:3]1.CN.[BH3-][C:23]#[N:24].[Na+]. Product: [CH3:23][NH:24][CH:2]1[CH2:19][CH2:18][C:5]2([CH2:10][CH2:9][N:8]([C:11]([O:13][C:14]([CH3:17])([CH3:16])[CH3:15])=[O:12])[CH2:7][CH2:6]2)[CH2:4][CH2:3]1. The catalyst class is: 14.